Dataset: Full USPTO retrosynthesis dataset with 1.9M reactions from patents (1976-2016). Task: Predict the reactants needed to synthesize the given product. (1) Given the product [C:1]([O:5][C:6](=[O:36])[NH:7][C@H:8]([C:12]([N:14]1[CH2:15][CH2:16][CH:17]([O:20][C:21]2[CH:26]=[CH:25][C:24]([F:27])=[CH:23][C:22]=2[OH:28])[CH2:18][CH2:19]1)=[O:13])[CH:9]([CH3:11])[CH3:10])([CH3:3])([CH3:4])[CH3:2], predict the reactants needed to synthesize it. The reactants are: [C:1]([O:5][C:6](=[O:36])[NH:7][C@H:8]([C:12]([N:14]1[CH2:19][CH2:18][CH:17]([O:20][C:21]2[CH:26]=[CH:25][C:24]([F:27])=[CH:23][C:22]=2[O:28]CC2C=CC=CC=2)[CH2:16][CH2:15]1)=[O:13])[CH:9]([CH3:11])[CH3:10])([CH3:4])([CH3:3])[CH3:2]. (2) The reactants are: [Cl:1][C:2]1[C:3]([F:17])=[C:4]([C:9]2[CH:14]=[C:13]([O:15]C)[N:12]=[CH:11][N:10]=2)[C:5]([F:8])=[CH:6][CH:7]=1.Br.CCOCC. Given the product [Cl:1][C:2]1[C:3]([F:17])=[C:4]([C:9]2[N:10]=[CH:11][N:12]=[C:13]([OH:15])[CH:14]=2)[C:5]([F:8])=[CH:6][CH:7]=1, predict the reactants needed to synthesize it. (3) The reactants are: [F:1][C:2]1[CH:7]=[CH:6][CH:5]=[CH:4][C:3]=1[CH2:8][C:9]([NH:11][CH2:12][C:13]1[CH:18]=[CH:17][C:16](=O)[NH:15][N:14]=1)=O.P(Cl)(Cl)([Cl:22])=O. Given the product [Cl:22][C:16]1[CH:17]=[CH:18][C:13]2[N:14]([C:9]([CH2:8][C:3]3[CH:4]=[CH:5][CH:6]=[CH:7][C:2]=3[F:1])=[N:11][CH:12]=2)[N:15]=1, predict the reactants needed to synthesize it. (4) Given the product [CH3:22][S:23]([O:14][CH:10]1[CH2:11][CH2:12][CH2:13][N:8]([C:1]([O:3][C:4]([CH3:7])([CH3:6])[CH3:5])=[O:2])[CH2:9]1)(=[O:25])=[O:24], predict the reactants needed to synthesize it. The reactants are: [C:1]([N:8]1[CH2:13][CH2:12][CH2:11][CH:10]([OH:14])[CH2:9]1)([O:3][C:4]([CH3:7])([CH3:6])[CH3:5])=[O:2].C(N(CC)CC)C.[CH3:22][S:23](Cl)(=[O:25])=[O:24].C(=O)(O)[O-].[Na+]. (5) Given the product [C:1]([Si:5]([CH3:35])([CH3:34])[O:6][CH:7]([C:30]([CH3:33])([CH3:32])[CH3:31])[CH2:8][CH2:9][C:10]1[CH:15]=[CH:14][C:13]([C:16]([C:21]2[CH:26]=[CH:25][C:24]([O:27][CH2:56][C@H:57]3[O:62][C:61](=[O:63])[CH2:60][CH2:59][CH2:58]3)=[C:23]([CH3:28])[CH:22]=2)([CH2:17][CH3:18])[CH2:19][CH3:20])=[CH:12][C:11]=1[CH3:29])([CH3:3])([CH3:2])[CH3:4], predict the reactants needed to synthesize it. The reactants are: [C:1]([Si:5]([CH3:35])([CH3:34])[O:6][C@H:7]([C:30]([CH3:33])([CH3:32])[CH3:31])[CH2:8][CH2:9][C:10]1[CH:15]=[CH:14][C:13]([C:16]([C:21]2[CH:26]=[CH:25][C:24]([OH:27])=[C:23]([CH3:28])[CH:22]=2)([CH2:19][CH3:20])[CH2:17][CH3:18])=[CH:12][C:11]=1[CH3:29])([CH3:4])([CH3:3])[CH3:2].C1C=CC(P(C2C=CC=CC=2)C2C=CC=CC=2)=CC=1.O[CH2:56][C@H:57]1[O:62][C:61](=[O:63])[CH2:60][CH2:59][CH2:58]1.CCOC(/N=N/C(OCC)=O)=O.